This data is from Reaction yield outcomes from USPTO patents with 853,638 reactions. The task is: Predict the reaction yield, written as a fraction of the theoretical maximum amount of product (1.0 means a 100% yield; for example, 0.34 means a 34% yield). (1) The reactants are [O:1]1[C:6]2([CH2:11][CH2:10][CH:9]([N:12]3[C:17](=[O:18])[C:16]([CH2:19][C:20]4[CH:25]=[CH:24][C:23]([C:26]5[C:27]([C:32]#[N:33])=[CH:28][CH:29]=[CH:30][CH:31]=5)=[CH:22][CH:21]=4)=[C:15]([CH2:34][CH2:35][CH3:36])[N:14]4[N:37]=[CH:38][N:39]=[C:13]34)[CH2:8][CH2:7]2)[O:5][CH2:4][CH2:3][CH2:2]1.C([BH3-])#N.[Na+].O1CCCC1. The catalyst is C(OCC)(=O)C. The product is [OH:1][CH2:2][CH2:3][CH2:4][O:5][C@H:6]1[CH2:11][CH2:10][C@H:9]([N:12]2[C:17](=[O:18])[C:16]([CH2:19][C:20]3[CH:21]=[CH:22][C:23]([C:26]4[C:27]([C:32]#[N:33])=[CH:28][CH:29]=[CH:30][CH:31]=4)=[CH:24][CH:25]=3)=[C:15]([CH2:34][CH2:35][CH3:36])[N:14]3[N:37]=[CH:38][N:39]=[C:13]23)[CH2:8][CH2:7]1. The yield is 0.330. (2) The reactants are CON(C)[C:4](=[O:16])[CH2:5][CH2:6][C:7]1[C:12]([Cl:13])=[CH:11][C:10]([Cl:14])=[CH:9][C:8]=1[Cl:15].[CH3:18]COCC. The catalyst is C1COCC1. The product is [Cl:15][C:8]1[CH:9]=[C:10]([Cl:14])[CH:11]=[C:12]([Cl:13])[C:7]=1[CH2:6][CH2:5][C:4](=[O:16])[CH3:18]. The yield is 0.600. (3) The product is [N:1]1[O:2][N:3]=[C:4]2[CH:9]=[C:8]([C:10]3[O:14][C:13]([CH3:16])([CH3:15])[C:12](=[O:17])[C:11]=3[C:27]3[CH:28]=[CH:29][C:30]([O:31][CH2:32][C:33]4[CH:42]=[CH:41][C:40]5[C:35](=[CH:36][CH:37]=[CH:38][CH:39]=5)[N:34]=4)=[CH:43][CH:44]=3)[CH:7]=[CH:6][C:5]=12. The reactants are [N:1]1[O:2][N:3]=[C:4]2[CH:9]=[C:8]([C:10]3[O:14][C:13]([CH3:16])([CH3:15])[C:12](=[O:17])[C:11]=3Br)[CH:7]=[CH:6][C:5]=12.CC1(C)C(C)(C)OB([C:27]2[CH:44]=[CH:43][C:30]([O:31][CH2:32][C:33]3[CH:42]=[CH:41][C:40]4[C:35](=[CH:36][CH:37]=[CH:38][CH:39]=4)[N:34]=3)=[CH:29][CH:28]=2)O1.C([O-])([O-])=O.[Cs+].[Cs+]. The yield is 0.570. The catalyst is C1(C)C=CC=CC=1.O.